Dataset: Full USPTO retrosynthesis dataset with 1.9M reactions from patents (1976-2016). Task: Predict the reactants needed to synthesize the given product. (1) Given the product [F:14][C:2]1([F:1])[CH2:5][N:4]([C:6]2[N:11]=[C:10]([CH3:12])[C:9]([NH:13][C:22](=[O:23])[O:24][C:25]3[CH:30]=[CH:29][CH:28]=[CH:27][CH:26]=3)=[CH:8][CH:7]=2)[CH2:3]1, predict the reactants needed to synthesize it. The reactants are: [F:1][C:2]1([F:14])[CH2:5][N:4]([C:6]2[N:11]=[C:10]([CH3:12])[C:9]([NH2:13])=[CH:8][CH:7]=2)[CH2:3]1.N1C=CC=CC=1.Cl[C:22]([O:24][C:25]1[CH:30]=[CH:29][CH:28]=[CH:27][CH:26]=1)=[O:23].C(=O)(O)[O-].[Na+]. (2) The reactants are: [Br:1][C:2]1[CH:3]=[C:4]([C:8]2[C:9]3[CH:23]=[CH:22][NH:21][C:10]=3[N:11]=[C:12]([C:14]3[CH:19]=[CH:18][CH:17]=[C:16](C)[N:15]=3)[N:13]=2)[CH:5]=[N:6][CH:7]=1.IC1C2C=CNC=2N=C(C2C=CC=C(C)N=2)N=1.IC1C2C=CNC=2N=C(C2C=CC=CN=2)N=1. Given the product [Br:1][C:2]1[CH:3]=[C:4]([C:8]2[C:9]3[CH:23]=[CH:22][NH:21][C:10]=3[N:11]=[C:12]([C:14]3[CH:19]=[CH:18][CH:17]=[CH:16][N:15]=3)[N:13]=2)[CH:5]=[N:6][CH:7]=1, predict the reactants needed to synthesize it. (3) Given the product [NH2:6][C:9]1[CH:14]=[CH:13][CH:12]=[CH:11][C:10]=1[S:15]([NH:18][C:19]1[CH:20]=[CH:21][CH:22]=[C:23]2[C:28]=1[N:27]=[CH:26][CH:25]=[CH:24]2)(=[O:17])=[O:16], predict the reactants needed to synthesize it. The reactants are: O.O.[Sn](Cl)Cl.[N+:6]([C:9]1[CH:14]=[CH:13][CH:12]=[CH:11][C:10]=1[S:15]([NH:18][C:19]1[CH:20]=[CH:21][CH:22]=[C:23]2[C:28]=1[N:27]=[CH:26][CH:25]=[CH:24]2)(=[O:17])=[O:16])([O-])=O. (4) Given the product [NH2:23][C:19]1[CH:18]=[C:17]([S:14]([NH:13][CH2:12][C:11]2[CH:26]=[CH:27][CH:28]=[C:9]([NH:8][C:6]3[C:5]([Cl:29])=[CH:4][N:3]=[C:2]([Cl:1])[N:7]=3)[CH:10]=2)(=[O:15])=[O:16])[CH:22]=[CH:21][CH:20]=1, predict the reactants needed to synthesize it. The reactants are: [Cl:1][C:2]1[N:7]=[C:6]([NH:8][C:9]2[CH:10]=[C:11]([CH:26]=[CH:27][CH:28]=2)[CH2:12][NH:13][S:14]([C:17]2[CH:22]=[CH:21][CH:20]=[C:19]([N+:23]([O-])=O)[CH:18]=2)(=[O:16])=[O:15])[C:5]([Cl:29])=[CH:4][N:3]=1. (5) Given the product [OH:1][CH2:2][C:3]1[N:28]([C@@H:29]2[CH2:34][O:33][C@@H:32]([CH2:35][C:36]#[N:37])[CH2:31][CH2:30]2)[C:20]2=[C:21]3[S:27][CH:26]=[CH:25][C:22]3=[N:23][CH:24]=[C:19]2[N:18]=1, predict the reactants needed to synthesize it. The reactants are: [OH:1][CH2:2][C:3](N)=O.F[B-](F)(F)F.C([O+](CC)CC)C.[NH2:18][C:19]1[C:20]([NH:28][C@@H:29]2[CH2:34][O:33][CH:32]([CH2:35][C:36]#[N:37])[CH2:31][CH2:30]2)=[C:21]2[S:27][CH:26]=[CH:25][C:22]2=[N:23][CH:24]=1. (6) Given the product [O:12]=[S:1]1(=[O:11])[C:5]2[CH:6]=[C:7]([NH:10][C:20](=[O:21])[O:22][CH2:23][C:24]([Cl:27])([Cl:26])[Cl:25])[CH:8]=[CH:9][C:4]=2[CH:3]=[CH:2]1, predict the reactants needed to synthesize it. The reactants are: [S:1]1(=[O:12])(=[O:11])[C:5]2[CH:6]=[C:7]([NH2:10])[CH:8]=[CH:9][C:4]=2[CH:3]=[CH:2]1.N1C=CC=CC=1.Cl[C:20]([O:22][CH2:23][C:24]([Cl:27])([Cl:26])[Cl:25])=[O:21].O. (7) Given the product [I:14][C:3]1[C:4]2[C:9](=[CH:8][C:7]([C:10]([O:12][CH3:13])=[O:11])=[CH:6][CH:5]=2)[NH:1][N:2]=1, predict the reactants needed to synthesize it. The reactants are: [NH:1]1[C:9]2[C:4](=[CH:5][CH:6]=[C:7]([C:10]([O:12][CH3:13])=[O:11])[CH:8]=2)[CH:3]=[N:2]1.[I:14]I.[OH-].[K+]. (8) Given the product [CH3:1][C:2]1([CH3:16])[C:10]2[C:9]3[CH:11]=[CH:12][CH:13]=[CH:14][C:8]=3[CH:7]=[CH:6][C:5]=2[N+:4]([CH:23]([S:20]([O-:22])(=[O:21])=[O:19])[CH2:17][CH3:18])=[C:3]1[CH3:15], predict the reactants needed to synthesize it. The reactants are: [CH3:1][C:2]1([CH3:16])[C:10]2[C:9]3[CH:11]=[CH:12][CH:13]=[CH:14][C:8]=3[CH:7]=[CH:6][C:5]=2[N:4]=[C:3]1[CH3:15].[CH2:17]1[CH2:23][S:20](=[O:22])(=[O:21])[O:19][CH2:18]1. (9) Given the product [CH2:1]([O:12][CH2:13][CH2:14][O:15][CH2:16][CH2:17][O:18][CH2:19][CH2:20][O:21][C:22]1[CH:27]=[CH:26][C:25]([O:28][CH2:32][C:33]([O:35][C:36]([CH3:39])([CH3:38])[CH3:37])=[O:34])=[CH:24][CH:23]=1)[CH2:2][CH2:3][CH2:4][CH2:5][CH2:6][CH2:7][CH2:8][CH2:9][CH:10]=[CH2:11], predict the reactants needed to synthesize it. The reactants are: [CH2:1]([O:12][CH2:13][CH2:14][O:15][CH2:16][CH2:17][O:18][CH2:19][CH2:20][O:21][C:22]1[CH:27]=[CH:26][C:25]([OH:28])=[CH:24][CH:23]=1)[CH2:2][CH2:3][CH2:4][CH2:5][CH2:6][CH2:7][CH2:8][CH2:9][CH:10]=[CH2:11].[H-].[Na+].Br[CH2:32][C:33]([O:35][C:36]([CH3:39])([CH3:38])[CH3:37])=[O:34]. (10) The reactants are: [F:1][C:2]([F:40])([F:39])[C:3]1[CH:16]=[CH:15][C:6]([CH2:7][NH:8][S:9]([C:11]([CH3:14])([CH3:13])[CH3:12])=[O:10])=[CH:5][C:4]=1[NH:17][C:18]1[N:22]([CH3:23])[C:21]2[CH:24]=[C:25]([N:29]3[CH2:34][CH2:33][CH:32]([C:35]([F:38])([F:37])[F:36])[CH2:31][CH2:30]3)[C:26]([Cl:28])=[CH:27][C:20]=2[N:19]=1.ClC1C=C(C=CC=1)C(OO)=[O:46].C(Cl)(Cl)Cl.P(Br)(Br)Br. Given the product [F:40][C:2]([F:1])([F:39])[C:3]1[CH:16]=[CH:15][C:6]([CH2:7][NH:8][S:9]([C:11]([CH3:12])([CH3:14])[CH3:13])(=[O:46])=[O:10])=[CH:5][C:4]=1[NH:17][C:18]1[N:22]([CH3:23])[C:21]2[CH:24]=[C:25]([N:29]3[CH2:30][CH2:31][CH:32]([C:35]([F:37])([F:36])[F:38])[CH2:33][CH2:34]3)[C:26]([Cl:28])=[CH:27][C:20]=2[N:19]=1, predict the reactants needed to synthesize it.